Dataset: Catalyst prediction with 721,799 reactions and 888 catalyst types from USPTO. Task: Predict which catalyst facilitates the given reaction. Reactant: [Br:1][C:2]1[CH:3]=[C:4]2[C:9](=[CH:10][C:11]=1[F:12])[O:8][C:7]([CH2:14][CH2:15][O:16][CH2:17]OC)([CH3:13])[CH:6]=[C:5]2[O:20][Si](C)(C)C.C([O-])(O)=O.[Na+]. Product: [Br:1][C:2]1[C:11]([F:12])=[CH:10][C:9]2[O:8][C@@:7]3([CH3:13])[CH2:14][CH2:15][O:16][CH2:17][C@H:6]3[C:5](=[O:20])[C:4]=2[CH:3]=1. The catalyst class is: 388.